Dataset: Full USPTO retrosynthesis dataset with 1.9M reactions from patents (1976-2016). Task: Predict the reactants needed to synthesize the given product. Given the product [C:2]([C:5]1[CH:15]=[CH:14][C:8]([C:9]([OH:11])=[O:10])=[CH:7][CH:6]=1)(=[NH:3])[NH2:4], predict the reactants needed to synthesize it. The reactants are: Cl.[C:2]([C:5]1[CH:15]=[CH:14][C:8]([C:9]([O:11]CC)=[O:10])=[CH:7][CH:6]=1)(=[NH:4])[NH2:3].